Dataset: KCNQ2 potassium channel screen with 302,405 compounds. Task: Binary Classification. Given a drug SMILES string, predict its activity (active/inactive) in a high-throughput screening assay against a specified biological target. (1) The drug is O1CCNCCOCCOCCOCCNCC1. The result is 0 (inactive). (2) The molecule is FC(F)Oc1ccc(CN2CCC(n3nccc3NC(=O)C3CCCC3)CC2)cc1. The result is 0 (inactive). (3) The drug is O(c1c(NC(=O)C(OCC)=O)ccc([N+]([O-])=O)c1)C. The result is 0 (inactive). (4) The molecule is S(Cn1nnc2c(c1=O)cccc2)c1n2c(nn1)cccc2. The result is 0 (inactive). (5) The molecule is Brc1sc(C(=O)/N=c2/sc3c(n2CC#C)c(OC)ccc3)cc1. The result is 0 (inactive). (6) The compound is s1c2c(CCCCC2)c(c1NC(=O)CN1C(=O)N(CC(C)C)C(=O)C1=O)C(OC)=O. The result is 0 (inactive). (7) The compound is O=C(Nc1c2CCCCc2ccc1)Cn1nc(nn1)c1oc(cc1)C. The result is 0 (inactive).